Task: Predict the reaction yield, written as a fraction of the theoretical maximum amount of product (1.0 means a 100% yield; for example, 0.34 means a 34% yield).. Dataset: Reaction yield outcomes from USPTO patents with 853,638 reactions (1) The catalyst is [Pd].CO. The product is [N:15]1([C:14]2[C:9](=[O:8])[NH:10][CH:11]=[CH:12][CH:13]=2)[CH2:16][CH2:17][NH:18][CH2:19][CH2:20]1. The reactants are C([O:8][C:9]1[C:14]([N:15]2[CH2:20][CH2:19][N:18](C(OCC3C=CC=CC=3)=O)[CH2:17][CH2:16]2)=[CH:13][CH:12]=[CH:11][N:10]=1)C1C=CC=CC=1. The yield is 0.880. (2) The reactants are [CH3:1][Si](C=[N+]=[N-])(C)C.[C:8]([O:12][C:13](=[O:25])[CH2:14][C@@:15]1([CH2:21][C:22]([OH:24])=[O:23])[CH2:19][CH2:18][C@@H:17]([CH3:20])[CH2:16]1)([CH3:11])([CH3:10])[CH3:9]. The catalyst is C1(C)C=CC=CC=1.CO. The product is [C:8]([O:12][C:13](=[O:25])[CH2:14][C@@:15]1([CH2:21][C:22]([O:24][CH3:1])=[O:23])[CH2:19][CH2:18][C@@H:17]([CH3:20])[CH2:16]1)([CH3:9])([CH3:10])[CH3:11]. The yield is 0.924. (3) The reactants are [CH:1]1([C:7]2[C:15]3[C:10](=[CH:11][C:12]([C:16]([O:18][CH3:19])=[O:17])=[CH:13][CH:14]=3)[NH:9][C:8]=2[C:20]2[CH:25]=[CH:24][CH:23]=[CH:22][CH:21]=2)[CH2:6][CH2:5][CH2:4][CH2:3][CH2:2]1.[H-].[Na+].Br[CH2:29][C:30]([O:32][C:33]([CH3:36])([CH3:35])[CH3:34])=[O:31]. The catalyst is CN(C=O)C.CCOC(C)=O. The product is [C:33]([O:32][C:30](=[O:31])[CH2:29][N:9]1[C:10]2[C:15](=[CH:14][CH:13]=[C:12]([C:16]([O:18][CH3:19])=[O:17])[CH:11]=2)[C:7]([CH:1]2[CH2:6][CH2:5][CH2:4][CH2:3][CH2:2]2)=[C:8]1[C:20]1[CH:25]=[CH:24][CH:23]=[CH:22][CH:21]=1)([CH3:36])([CH3:35])[CH3:34]. The yield is 0.830. (4) The reactants are COC1C=CC(C[N:8]2[C:12]([N:13](CC3C=CC(OC)=CC=3)CC3C=CC(OC)=CC=3)=[N:11][C:10]([NH:32][C:33]3[CH:38]=[CH:37][CH:36]=[C:35]([O:39][C:40]([F:43])([F:42])[F:41])[CH:34]=3)=[N:9]2)=CC=1.C(O)(C(F)(F)F)=O. No catalyst specified. The product is [F:43][C:40]([F:41])([F:42])[O:39][C:35]1[CH:34]=[C:33]([NH:32][C:10]2[N:11]=[C:12]([NH2:13])[NH:8][N:9]=2)[CH:38]=[CH:37][CH:36]=1. The yield is 0.0600. (5) The product is [Si:24]([O:23][C@H:20]1[CH2:21][CH2:22][C@H:17]([N:4]2[C:5]3[N:6]=[C:7]([NH:11][CH:12]([CH2:14][CH2:15][CH3:16])[CH3:13])[N:8]=[CH:9][C:10]=3[C:2]([C:36]3[CH:37]=[CH:38][C:33]([CH:31]=[O:32])=[CH:34][CH:35]=3)=[CH:3]2)[CH2:18][CH2:19]1)([C:27]([CH3:30])([CH3:29])[CH3:28])([CH3:26])[CH3:25]. The catalyst is O1CCOCC1.O.C1C=CC([P]([Pd]([P](C2C=CC=CC=2)(C2C=CC=CC=2)C2C=CC=CC=2)([P](C2C=CC=CC=2)(C2C=CC=CC=2)C2C=CC=CC=2)[P](C2C=CC=CC=2)(C2C=CC=CC=2)C2C=CC=CC=2)(C2C=CC=CC=2)C2C=CC=CC=2)=CC=1. The reactants are Br[C:2]1[C:10]2[CH:9]=[N:8][C:7]([NH:11][CH:12]([CH2:14][CH2:15][CH3:16])[CH3:13])=[N:6][C:5]=2[N:4]([C@H:17]2[CH2:22][CH2:21][C@H:20]([O:23][Si:24]([C:27]([CH3:30])([CH3:29])[CH3:28])([CH3:26])[CH3:25])[CH2:19][CH2:18]2)[CH:3]=1.[CH:31]([C:33]1[CH:38]=[CH:37][C:36](B(O)O)=[CH:35][CH:34]=1)=[O:32].C([O-])([O-])=O.[K+].[K+]. The yield is 0.740. (6) The reactants are [O:1]=[C:2]1[N:6]([CH:7]2[CH2:12][CH2:11][O:10][CH2:9][CH2:8]2)[CH2:5][C@@H:4]([C:13]2[CH:18]=[CH:17][CH:16]=[CH:15][CH:14]=2)[N:3]1[CH:19]1[CH2:24][CH2:23][N:22]([CH2:25][C:26]2[CH:27]=[CH:28][C:29]([O:32][C:33]3[CH:40]=[CH:39][C:36]([C:37]#[N:38])=[CH:35][CH:34]=3)=[N:30][CH:31]=2)[CH2:21][CH2:20]1.[OH-:41].[Na+]. The catalyst is C(O)(C(F)(F)F)=O.OS(O)(=O)=O. The product is [O:1]=[C:2]1[N:6]([CH:7]2[CH2:12][CH2:11][O:10][CH2:9][CH2:8]2)[CH2:5][C@@H:4]([C:13]2[CH:14]=[CH:15][CH:16]=[CH:17][CH:18]=2)[N:3]1[CH:19]1[CH2:24][CH2:23][N:22]([CH2:25][C:26]2[CH:27]=[CH:28][C:29]([O:32][C:33]3[CH:40]=[CH:39][C:36]([C:37]([NH2:38])=[O:41])=[CH:35][CH:34]=3)=[N:30][CH:31]=2)[CH2:21][CH2:20]1. The yield is 0.410. (7) The reactants are [N+:1]([C:4]1[CH:9]=[CH:8][C:7]([OH:10])=[CH:6][CH:5]=1)([O-:3])=[O:2].Br[CH2:12][CH:13]1[CH2:15][CH2:14]1.C([O-])([O-])=O.[K+].[K+]. The catalyst is CN(C=O)C.O. The product is [CH:13]1([CH2:12][O:10][C:7]2[CH:8]=[CH:9][C:4]([N+:1]([O-:3])=[O:2])=[CH:5][CH:6]=2)[CH2:15][CH2:14]1. The yield is 0.980. (8) The reactants are [F:1][C:2]1[CH:3]=[C:4]([CH:47]=[CH:48][N:49]=1)[C:5]([NH:7][C:8]1[N:9]=[C:10]2[CH:15]=[CH:14][C:13]([C:16]3[C:17]([C:39]4[CH:44]=[CH:43][C:42]([F:45])=[CH:41][CH:40]=4)=[N:18][N:19]([CH3:38])[C:20]=3[N:21]3[CH2:26][CH2:25][N:24]([C:27](=[O:37])[CH2:28][NH:29]C(=O)OC(C)(C)C)[CH2:23][CH2:22]3)=[N:12][N:11]2[CH:46]=1)=[O:6].C(O)(C(F)(F)F)=O. The catalyst is C(Cl)Cl. The product is [NH2:29][CH2:28][C:27]([N:24]1[CH2:25][CH2:26][N:21]([C:20]2[N:19]([CH3:38])[N:18]=[C:17]([C:39]3[CH:44]=[CH:43][C:42]([F:45])=[CH:41][CH:40]=3)[C:16]=2[C:13]2[CH:14]=[CH:15][C:10]3[N:11]([CH:46]=[C:8]([NH:7][C:5](=[O:6])[C:4]4[CH:47]=[CH:48][N:49]=[C:2]([F:1])[CH:3]=4)[N:9]=3)[N:12]=2)[CH2:22][CH2:23]1)=[O:37]. The yield is 0.330.